Dataset: Full USPTO retrosynthesis dataset with 1.9M reactions from patents (1976-2016). Task: Predict the reactants needed to synthesize the given product. (1) Given the product [ClH:32].[ClH:32].[NH:16]1[CH2:17][CH2:18][CH2:19][CH:14]([NH:13][C:11]2[C:10]([N:27]3[CH2:31][CH2:30][CH2:29][CH2:28]3)=[N:9][CH:8]=[C:7]([C:4]3[CH:3]=[CH:2][N:1]=[CH:6][CH:5]=3)[N:12]=2)[CH2:15]1, predict the reactants needed to synthesize it. The reactants are: [N:1]1[CH:6]=[CH:5][C:4]([C:7]2[N:12]=[C:11]([NH:13][CH:14]3[CH2:19][CH2:18][CH2:17][N:16](C(OC(C)(C)C)=O)[CH2:15]3)[C:10]([N:27]3[CH2:31][CH2:30][CH2:29][CH2:28]3)=[N:9][CH:8]=2)=[CH:3][CH:2]=1.[ClH:32]. (2) Given the product [Cl:1][C:2]1[C:3]([O:21][C:22]([F:31])([F:30])[CH:23]([F:29])[O:24][C:25]([F:26])([F:27])[F:28])=[N:4][N:5]([C:7]2[CH:12]=[C:11]([S:13]([CH2:14][C:15]([F:18])([F:17])[F:16])=[O:40])[C:10]([CH3:19])=[CH:9][C:8]=2[F:20])[CH:6]=1, predict the reactants needed to synthesize it. The reactants are: [Cl:1][C:2]1[C:3]([O:21][C:22]([F:31])([F:30])[CH:23]([F:29])[O:24][C:25]([F:28])([F:27])[F:26])=[N:4][N:5]([C:7]2[CH:12]=[C:11]([S:13][CH2:14][C:15]([F:18])([F:17])[F:16])[C:10]([CH3:19])=[CH:9][C:8]=2[F:20])[CH:6]=1.ClC1C=CC=C(C(OO)=[O:40])C=1. (3) The reactants are: [NH2:1][CH2:2][C:3]1[CH:4]=[C:5]([CH:19]=[C:20]([Br:22])[CH:21]=1)[CH2:6][O:7][C:8]1[CH:13]=[CH:12][CH:11]=[CH:10][C:9]=1[CH2:14][C:15]([O:17][CH3:18])=[O:16].[F:23][C:24]([F:34])([F:33])[C:25]([C:27]1[CH:32]=[CH:31][CH:30]=[CH:29][CH:28]=1)=O.[BH3-]C#N.[Na+]. Given the product [Br:22][C:20]1[CH:19]=[C:5]([CH:4]=[C:3]([CH2:2][NH:1][CH:25]([C:27]2[CH:32]=[CH:31][CH:30]=[CH:29][CH:28]=2)[C:24]([F:33])([F:23])[F:34])[CH:21]=1)[CH2:6][O:7][C:8]1[CH:13]=[CH:12][CH:11]=[CH:10][C:9]=1[CH2:14][C:15]([O:17][CH3:18])=[O:16], predict the reactants needed to synthesize it. (4) Given the product [C:1]([NH:4][C@@H:5]([CH2:10][C:11]1[CH:12]=[CH:13][C:14]([C:17]2[C:18]3[C:23]([CH:24]=[C:25]4[C:30]=2[CH:29]=[CH:28][CH:27]=[CH:26]4)=[CH:22][CH:21]=[CH:20][CH:19]=3)=[CH:15][CH:16]=1)[C:6]([OH:8])=[O:7])(=[O:3])[CH3:2], predict the reactants needed to synthesize it. The reactants are: [C:1]([NH:4][C@@H:5]([CH2:10][C:11]1[CH:16]=[CH:15][C:14]([C:17]2[C:18]3[C:23]([CH:24]=[C:25]4[C:30]=2[CH:29]=[CH:28][CH:27]=[CH:26]4)=[CH:22][CH:21]=[CH:20][CH:19]=3)=[CH:13][CH:12]=1)[C:6]([O:8]C)=[O:7])(=[O:3])[CH3:2].O.[OH-].[Li+]. (5) Given the product [C:1]([O:5][C:6](=[O:7])[NH:8][C@H:9]([CH2:13][O:14][CH3:15])[C:10]([N:17]1[CH2:20][CH:19]([C:21]#[N:22])[CH2:18]1)=[O:12])([CH3:2])([CH3:3])[CH3:4], predict the reactants needed to synthesize it. The reactants are: [C:1]([O:5][C:6]([NH:8][C@H:9]([CH2:13][O:14][CH3:15])[C:10]([OH:12])=O)=[O:7])([CH3:4])([CH3:3])[CH3:2].Cl.[NH:17]1[CH2:20][CH:19]([C:21]#[N:22])[CH2:18]1.CN(C(ON1N=NC2C=CC=NC1=2)=[N+](C)C)C.F[P-](F)(F)(F)(F)F.C(N(CC)C(C)C)(C)C. (6) The reactants are: [NH2:1][C:2]1[C:3]([C:15]([NH2:17])=[O:16])=[CH:4][C:5]2[C:13]3[C:8](=[CH:9][CH:10]=[CH:11][CH:12]=3)[NH:7][C:6]=2[N:14]=1.[Br:18]N1C(=O)CCC1=O.O. Given the product [NH2:1][C:2]1[C:3]([C:15]([NH2:17])=[O:16])=[CH:4][C:5]2[C:13]3[C:8](=[CH:9][CH:10]=[C:11]([Br:18])[CH:12]=3)[NH:7][C:6]=2[N:14]=1, predict the reactants needed to synthesize it. (7) Given the product [C:56]([O:55][C:53]([N:60]1[CH2:61][CH2:62][N:63]([C:67]2[CH:68]=[CH:69][CH:70]=[C:71]3[C:76]=2[N:75]=[CH:74][CH:73]=[C:72]3[S:77]([C:80]2[CH:81]=[CH:82][CH:83]=[CH:84][CH:85]=2)(=[O:79])=[O:78])[CH2:64][CH2:65]1)=[O:54])([CH3:59])([CH3:58])[CH3:57], predict the reactants needed to synthesize it. The reactants are: C1(P(C2C=CC=CC=2)C2C=CC3C(=CC=CC=3)C=2C2C3C(=CC=CC=3)C=CC=2P(C2C=CC=CC=2)C2C=CC=CC=2)C=CC=CC=1.C([O-])([O-])=O.[Cs+].[Cs+].[C:53]([N:60]1[CH2:65][CH2:64][NH:63][CH2:62][CH2:61]1)([O:55][C:56]([CH3:59])([CH3:58])[CH3:57])=[O:54].I[C:67]1[CH:68]=[CH:69][CH:70]=[C:71]2[C:76]=1[N:75]=[CH:74][CH:73]=[C:72]2[S:77]([C:80]1[CH:85]=[CH:84][CH:83]=[CH:82][CH:81]=1)(=[O:79])=[O:78]. (8) Given the product [C:15](=[O:16])([O:17][C:18]1[CH:23]=[CH:22][CH:21]=[CH:20][CH:19]=1)[O:11][C:9]1[CH:10]=[C:5]([C:1]([CH3:4])([CH3:3])[CH3:2])[CH:6]=[C:7]([CH3:13])[C:8]=1[O:12][C:15](=[O:16])[O:17][C:18]1[CH:23]=[CH:22][CH:21]=[CH:20][CH:19]=1, predict the reactants needed to synthesize it. The reactants are: [C:1]([C:5]1[CH:10]=[C:9]([OH:11])[C:8]([OH:12])=[C:7]([CH3:13])[CH:6]=1)([CH3:4])([CH3:3])[CH3:2].Cl[C:15]([O:17][C:18]1[CH:23]=[CH:22][CH:21]=[CH:20][CH:19]=1)=[O:16]. (9) Given the product [Cl:26][C:16]1[C:15](=[O:27])[N:14]([CH3:13])[CH:19]=[C:18]2[CH2:20][N:12]([CH2:11][CH2:10][C:2]3[N:1]=[C:5]4[CH:6]=[CH:7][CH:8]=[CH:9][N:4]4[N:3]=3)[C:22](=[O:23])[C:17]=12, predict the reactants needed to synthesize it. The reactants are: [N:1]1[C:2]([CH2:10][CH2:11][NH2:12])=[N:3][N:4]2[CH:9]=[CH:8][CH:7]=[CH:6][C:5]=12.[CH3:13][N:14]1[CH:19]=[C:18]([CH2:20]Cl)[C:17]([C:22](OC)=[O:23])=[C:16]([Cl:26])[C:15]1=[O:27]. (10) Given the product [CH3:13][C:10]1([CH3:12])[CH2:9][CH2:8][C:7]([CH3:14])([CH3:15])[C:6]2[CH:5]=[C:4]([Se:16][C:17]#[C:18][C:19]3[CH:28]=[CH:27][C:22]([C:23]([O:25][CH3:26])=[O:24])=[CH:21][CH:20]=3)[CH:3]=[C:2]([O:1][CH2:39][C:38]3[CH:41]=[CH:42][C:43]([F:44])=[C:36]([F:35])[CH:37]=3)[C:11]1=2, predict the reactants needed to synthesize it. The reactants are: [OH:1][C:2]1[C:11]2[C:10]([CH3:13])([CH3:12])[CH2:9][CH2:8][C:7]([CH3:15])([CH3:14])[C:6]=2[CH:5]=[C:4]([Se:16][C:17]#[C:18][C:19]2[CH:28]=[CH:27][C:22]([C:23]([O:25][CH3:26])=[O:24])=[CH:21][CH:20]=2)[CH:3]=1.C(=O)([O-])[O-].[K+].[K+].[F:35][C:36]1[CH:37]=[C:38]([CH:41]=[CH:42][C:43]=1[F:44])[CH2:39]Br.